Dataset: Full USPTO retrosynthesis dataset with 1.9M reactions from patents (1976-2016). Task: Predict the reactants needed to synthesize the given product. Given the product [ClH:18].[NH2:7][C:6]([CH3:17])([CH2:10][SH:9])[C:4]([OH:5])=[O:3], predict the reactants needed to synthesize it. The reactants are: C([O:3][C:4]([C:6]1([CH3:17])[CH2:10][S:9]C(C(C)(C)C)[N:7]1C=O)=[O:5])C.[ClH:18].